This data is from Full USPTO retrosynthesis dataset with 1.9M reactions from patents (1976-2016). The task is: Predict the reactants needed to synthesize the given product. (1) Given the product [CH2:17]([O:16][C:14]([N:4]1[CH2:5][CH2:6][CH:7]([C:9]([OH:11])=[O:10])[CH2:8][CH:3]1[C:1]#[N:2])=[O:15])[C:18]1[CH:23]=[CH:22][CH:21]=[CH:20][CH:19]=1, predict the reactants needed to synthesize it. The reactants are: [C:1]([CH:3]1[CH2:8][CH:7]([C:9]([O:11]CC)=[O:10])[CH2:6][CH2:5][N:4]1[C:14]([O:16][CH2:17][C:18]1[CH:23]=[CH:22][CH:21]=[CH:20][CH:19]=1)=[O:15])#[N:2].O[Li].O. (2) Given the product [OH:17][CH2:16][CH2:15][NH:18][C:2]1[C:11]([N+:12]([O-:14])=[O:13])=[CH:10][CH:9]=[CH:8][C:3]=1[C:4]([O:6][CH3:7])=[O:5], predict the reactants needed to synthesize it. The reactants are: Cl[C:2]1[C:11]([N+:12]([O-:14])=[O:13])=[CH:10][CH:9]=[CH:8][C:3]=1[C:4]([O:6][CH3:7])=[O:5].[CH2:15]([NH2:18])[CH2:16][OH:17]. (3) Given the product [Cl:1][C:2]1[CH:3]=[CH:4][C:5]([O:23][CH2:29][CH:25]2[CH2:26][CH2:27][CH2:28][O:24]2)=[C:6]([CH:22]=1)[C:7]([NH:9][C@H:10]([C:12]1[CH:21]=[CH:20][C:15]([C:16]([O:18][CH3:19])=[O:17])=[CH:14][CH:13]=1)[CH3:11])=[O:8], predict the reactants needed to synthesize it. The reactants are: [Cl:1][C:2]1[CH:3]=[CH:4][C:5]([OH:23])=[C:6]([CH:22]=1)[C:7]([NH:9][C@H:10]([C:12]1[CH:21]=[CH:20][C:15]([C:16]([O:18][CH3:19])=[O:17])=[CH:14][CH:13]=1)[CH3:11])=[O:8].[O:24]1[CH2:28][CH2:27][CH2:26][CH:25]1[CH2:29]O. (4) Given the product [CH2:23]([O:22][C:20]([C:19]1[S:16][C:4]2[N:5]([C:10]3[CH:15]=[CH:14][CH:13]=[CH:12][CH:11]=3)[C:6](=[O:9])[CH:7]=[CH:8][C:3]=2[C:1]=1[NH2:2])=[O:21])[CH3:24], predict the reactants needed to synthesize it. The reactants are: [C:1]([C:3]1[CH:8]=[CH:7][C:6](=[O:9])[N:5]([C:10]2[CH:15]=[CH:14][CH:13]=[CH:12][CH:11]=2)[C:4]=1[S-:16])#[N:2].[Na+].Br[CH2:19][C:20]([O:22][CH2:23][CH3:24])=[O:21].O. (5) Given the product [CH2:20]([C:7]1([CH2:1][CH2:2][CH2:3][CH2:4][CH2:5][CH3:6])[C:19]2[CH:18]=[C:17]([C:51]3([C:48]4[CH:47]=[CH:46][C:45]5[C:44]6[C:39](=[CH:40][CH:41]=[CH:42][CH:43]=6)[C:38]([CH2:67][CH2:68][CH2:69][CH2:70][CH2:71][CH3:72])([CH2:32][CH2:33][CH2:34][CH2:35][CH2:36][CH3:37])[C:50]=5[CH:49]=4)[C:63]4[CH:62]=[C:61]([Br:64])[CH:60]=[CH:59][C:58]=4[C:57]4[C:52]3=[CH:53][C:54]([Br:65])=[CH:55][CH:56]=4)[CH:16]=[CH:15][C:14]=2[C:13]2[C:8]1=[CH:9][CH:10]=[CH:11][CH:12]=2)[CH2:21][CH2:22][CH2:23][CH2:24][CH3:25], predict the reactants needed to synthesize it. The reactants are: [CH2:1]([C:7]1([CH2:20][CH2:21][CH2:22][CH2:23][CH2:24][CH3:25])[C:19]2[CH:18]=[CH:17][CH:16]=[CH:15][C:14]=2[C:13]2[C:8]1=[CH:9][CH:10]=[CH:11][CH:12]=2)[CH2:2][CH2:3][CH2:4][CH2:5][CH3:6].CS(O)(=O)=O.O.[CH2:32]([C:38]1([CH2:67][CH2:68][CH2:69][CH2:70][CH2:71][CH3:72])[C:50]2[CH:49]=[C:48]([C:51]3(O)[C:63]4[CH:62]=[C:61]([Br:64])[CH:60]=[CH:59][C:58]=4[C:57]4[C:52]3=[CH:53][C:54]([Br:65])=[CH:55][CH:56]=4)[CH:47]=[CH:46][C:45]=2[C:44]2[C:39]1=[CH:40][CH:41]=[CH:42][CH:43]=2)[CH2:33][CH2:34][CH2:35][CH2:36][CH3:37]. (6) Given the product [N:7]1([C:14]2[CH:15]=[CH:16][C:17]3[N:18]([C:20]([C:23]4[N:24]([CH3:32])[C:25]5[C:30]([CH:31]=4)=[CH:29][CH:28]=[CH:27][CH:26]=5)=[N:21][N:22]=3)[N:19]=2)[CH2:13][CH2:12][CH2:11][CH2:10][CH2:9][CH2:8]1, predict the reactants needed to synthesize it. The reactants are: [OH-].[K+].CS(C)=O.[N:7]1([C:14]2[CH:15]=[CH:16][C:17]3[N:18]([C:20]([C:23]4[NH:24][C:25]5[C:30]([CH:31]=4)=[CH:29][CH:28]=[CH:27][CH:26]=5)=[N:21][N:22]=3)[N:19]=2)[CH2:13][CH2:12][CH2:11][CH2:10][CH2:9][CH2:8]1.[CH3:32]I. (7) Given the product [CH2:9]([O:16][CH2:17][C:18]([C:2]1[N:3]=[CH:4][C:5]([NH2:8])=[N:6][CH:7]=1)=[CH2:19])[C:10]1[CH:15]=[CH:14][CH:13]=[CH:12][CH:11]=1, predict the reactants needed to synthesize it. The reactants are: Br[C:2]1[N:3]=[CH:4][C:5]([NH2:8])=[N:6][CH:7]=1.[CH2:9]([O:16][CH2:17][C:18]([B-](F)(F)F)=[CH2:19])[C:10]1[CH:15]=[CH:14][CH:13]=[CH:12][CH:11]=1.[K+].C(Cl)Cl.C([O-])([O-])=O.[Cs+].[Cs+]. (8) The reactants are: [OH:1][C@@H:2]([CH2:17][N:18]1[CH2:23][CH2:22][O:21][CH2:20][CH2:19]1)[CH2:3][N:4]1[CH2:9][CH2:8][C:7]2[NH:10][C:11]([CH:14]=O)=[C:12]([CH3:13])[C:6]=2[C:5]1=[O:16].[Br:24][C:25]1[CH:33]=[CH:32][CH:31]=[C:30]2[C:26]=1[CH2:27][C:28](=[O:34])[NH:29]2. Given the product [Br:24][C:25]1[CH:33]=[CH:32][CH:31]=[C:30]2[C:26]=1/[C:27](=[CH:14]/[C:11]1[NH:10][C:7]3[CH2:8][CH2:9][N:4]([CH2:3][C@@H:2]([OH:1])[CH2:17][N:18]4[CH2:19][CH2:20][O:21][CH2:22][CH2:23]4)[C:5](=[O:16])[C:6]=3[C:12]=1[CH3:13])/[C:28](=[O:34])[NH:29]2, predict the reactants needed to synthesize it. (9) Given the product [Cl:1][C:2]1[CH:3]=[C:4]([CH:8]=[CH:9][C:10]=1[O:11][CH3:12])[C:5]([NH:13][CH2:14][C:15]1[CH:33]=[CH:32][CH:31]=[C:17]([C:18](=[O:19])[NH:20][C:21]2[CH:22]=[CH:23][C:24]([CH2:27][N:28]([CH3:29])[CH3:30])=[CH:25][CH:26]=2)[CH:16]=1)=[O:7].[CH:5]([O-:7])=[O:6], predict the reactants needed to synthesize it. The reactants are: [Cl:1][C:2]1[CH:3]=[C:4]([CH:8]=[CH:9][C:10]=1[O:11][CH3:12])[C:5]([OH:7])=[O:6].[NH2:13][CH2:14][C:15]1[CH:16]=[C:17]([CH:31]=[CH:32][CH:33]=1)[C:18]([NH:20][C:21]1[CH:26]=[CH:25][C:24]([CH2:27][N:28]([CH3:30])[CH3:29])=[CH:23][CH:22]=1)=[O:19].C(Cl)CCl.C1C=CC2N(O)N=NC=2C=1.CCN(C(C)C)C(C)C.